From a dataset of Full USPTO retrosynthesis dataset with 1.9M reactions from patents (1976-2016). Predict the reactants needed to synthesize the given product. (1) Given the product [Cl:1][C:2]1[CH:3]=[C:4]([NH:9][C:10]2[C:19]3[C:14](=[CH:15][CH:16]=[C:17]([NH:20][CH2:21][C:22]4[N:23]([CH2:27][C:28]([OH:30])=[O:29])[CH:24]=[CH:25][N:26]=4)[CH:18]=3)[N:13]=[CH:12][C:11]=2[C:32]#[N:33])[CH:5]=[CH:6][C:7]=1[F:8], predict the reactants needed to synthesize it. The reactants are: [Cl:1][C:2]1[CH:3]=[C:4]([NH:9][C:10]2[C:19]3[C:14](=[CH:15][CH:16]=[C:17]([NH:20][CH2:21][C:22]4[N:23]([CH2:27][C:28]([O:30]C)=[O:29])[CH:24]=[CH:25][N:26]=4)[CH:18]=3)[N:13]=[CH:12][C:11]=2[C:32]#[N:33])[CH:5]=[CH:6][C:7]=1[F:8].[OH-].[Li+]. (2) Given the product [OH:25][C:9]1[C:10]2[C:15](=[CH:14][C:13]([O:16][C:17]3[CH:18]=[CH:19][C:20]([O:23][CH3:24])=[CH:21][CH:22]=3)=[CH:12][CH:11]=2)[C:6]([CH3:5])=[N:7][C:8]=1[C:26]([O:28][CH3:29])=[O:27], predict the reactants needed to synthesize it. The reactants are: C(O[CH2:5][C:6]1[C:15]2[C:10](=[CH:11][CH:12]=[C:13]([O:16][C:17]3[CH:22]=[CH:21][C:20]([O:23][CH3:24])=[CH:19][CH:18]=3)[CH:14]=2)[C:9]([OH:25])=[C:8]([C:26]([O:28][CH3:29])=[O:27])[N:7]=1)(=O)C.C([O-])([O-])=O.[Na+].[Na+]. (3) The reactants are: [Br-].[CH3:2][P+](C1C=CC=CC=1)(C1C=CC=CC=1)C1C=CC=CC=1.[NH2-].[Na+].[O:24]1[CH2:29][CH2:28][C:27](=[O:30])[CH2:26][CH2:25]1.[CH2:31]([O:33][C:34](=[O:39])[CH:35](Cl)[NH:36]O)[CH3:32].O. Given the product [CH2:31]([O:33][C:34]([C:35]1[CH2:2][C:27]2([CH2:28][CH2:29][O:24][CH2:25][CH2:26]2)[O:30][N:36]=1)=[O:39])[CH3:32], predict the reactants needed to synthesize it. (4) Given the product [NH:1]([C:21]([O:20][C:17]([CH3:19])([CH3:18])[CH3:16])=[O:22])[C@@H:2]([C:12]([OH:14])=[O:13])[CH2:3][C:4]1[CH:9]=[CH:8][CH:7]=[C:6]([C:10]#[N:11])[CH:5]=1, predict the reactants needed to synthesize it. The reactants are: [NH2:1][C@@H:2]([C:12]([OH:14])=[O:13])[CH2:3][C:4]1[CH:9]=[CH:8][CH:7]=[C:6]([C:10]#[N:11])[CH:5]=1.O.[CH3:16][C:17]([O:20][C:21](O[C:21]([O:20][C:17]([CH3:19])([CH3:18])[CH3:16])=[O:22])=[O:22])([CH3:19])[CH3:18].[OH-].[Na+]. (5) Given the product [Cl:1][C:2]1[CH:3]=[C:4]2[C:9](=[CH:10][C:11]=1[C:12]([N:14]1[CH2:18][CH2:17][CH2:16][CH2:15]1)=[O:13])[N:8]=[CH:7][N:6]=[C:5]2[NH:19][CH:20]([C:26]1[NH:30][C:29]2[CH:38]=[CH:39][C:40]([Cl:42])=[CH:41][C:28]=2[N:27]=1)[CH2:21][CH2:22][C:23]([N:50]1[CH2:49][CH2:48][C:47]2([O:43][C:44](=[O:53])[NH:45][CH2:46]2)[CH2:52][CH2:51]1)=[O:25], predict the reactants needed to synthesize it. The reactants are: [Cl:1][C:2]1[CH:3]=[C:4]2[C:9](=[CH:10][C:11]=1[C:12]([N:14]1[CH2:18][CH2:17][CH2:16][CH2:15]1)=[O:13])[N:8]=[CH:7][N:6]=[C:5]2[NH:19][CH:20]([C:26]1[N:30](C(OC(C)(C)C)=O)[C:29]2[CH:38]=[CH:39][C:40]([Cl:42])=[CH:41][C:28]=2[N:27]=1)[CH2:21][CH2:22][C:23]([OH:25])=O.[O:43]1[C:47]2([CH2:52][CH2:51][NH:50][CH2:49][CH2:48]2)[CH2:46][NH:45][C:44]1=[O:53].CN(C(ON1N=NC2C=CC=CC1=2)=[N+](C)C)C.[B-](F)(F)(F)F.FC(F)(F)C(O)=O.